This data is from Full USPTO retrosynthesis dataset with 1.9M reactions from patents (1976-2016). The task is: Predict the reactants needed to synthesize the given product. (1) Given the product [Cl:19][C:20]1[CH:27]=[CH:26][C:23]([CH:24]=[N:2][NH:1][C:3]([C:5]2[NH:6][C:7]3[C:12]([C:13]=2[C:14]([N:16]([CH3:18])[CH3:17])=[O:15])=[CH:11][CH:10]=[CH:9][CH:8]=3)=[O:4])=[CH:22][CH:21]=1, predict the reactants needed to synthesize it. The reactants are: [NH:1]([C:3]([C:5]1[NH:6][C:7]2[C:12]([C:13]=1[C:14]([N:16]([CH3:18])[CH3:17])=[O:15])=[CH:11][CH:10]=[CH:9][CH:8]=2)=[O:4])[NH2:2].[Cl:19][C:20]1[CH:27]=[CH:26][C:23]([CH:24]=O)=[CH:22][CH:21]=1. (2) The reactants are: Cl.[CH3:2][O:3][C:4](=[O:51])[C@@H:5]([NH:21][C:22]([CH:24]1[CH2:33][C:32]2[CH:31]=[C:30]3[O:34][CH2:35][C@H:36]([C:38]4[CH:43]=[CH:42][C:41]([O:44][CH2:45][CH:46]5[CH2:50][CH2:49][CH2:48][CH2:47]5)=[CH:40][CH:39]=4)[O:37][C:29]3=[CH:28][C:27]=2[CH2:26][NH:25]1)=[O:23])[CH2:6][C:7]1[CH:12]=[CH:11][C:10]([C:13]2[CH:18]=[CH:17][C:16]([C:19]#[N:20])=[CH:15][CH:14]=2)=[CH:9][CH:8]=1.[C:52]([NH:55][C:56]1[S:57][C:58]([S:62](Cl)(=[O:64])=[O:63])=[C:59]([CH3:61])[N:60]=1)(=[O:54])[CH3:53]. Given the product [CH3:2][O:3][C:4](=[O:51])[C@@H:5]([NH:21][C:22]([CH:24]1[CH2:33][C:32]2[CH:31]=[C:30]3[O:34][CH2:35][C@H:36]([C:38]4[CH:39]=[CH:40][C:41]([O:44][CH2:45][CH:46]5[CH2:47][CH2:48][CH2:49][CH2:50]5)=[CH:42][CH:43]=4)[O:37][C:29]3=[CH:28][C:27]=2[CH2:26][N:25]1[S:62]([C:58]1[S:57][C:56]([NH:55][C:52](=[O:54])[CH3:53])=[N:60][C:59]=1[CH3:61])(=[O:63])=[O:64])=[O:23])[CH2:6][C:7]1[CH:12]=[CH:11][C:10]([C:13]2[CH:14]=[CH:15][C:16]([C:19]#[N:20])=[CH:17][CH:18]=2)=[CH:9][CH:8]=1, predict the reactants needed to synthesize it. (3) Given the product [F:1][C:2]1[C:3]([F:46])=[CH:4][C:5]2[C:10]3[C:11]4[C:43](=[O:44])[NH:42][C:41](=[O:45])[C:12]=4[C:13]4[C:14]5[C:19]([N:20]([C@@H:22]6[O:36][C@@H:35]7[CH2:37][O:38][C@@H:32]([CH2:34]7)[C@H:23]6[O:24][CH2:25][C:60]6[CH:61]=[CH:62][CH:63]=[CH:64][CH:65]=6)[C:21]=4[C:9]=3[NH:8][C:6]=2[CH:7]=1)=[CH:18][C:17]([F:39])=[C:16]([F:40])[CH:15]=5, predict the reactants needed to synthesize it. The reactants are: [F:1][C:2]1[C:3]([F:46])=[CH:4][C:5]2[C:10]3[C:11]4[C:43](=[O:44])[NH:42][C:41](=[O:45])[C:12]=4[C:13]4[C:14]5[C:19]([N:20]([C@@H:22]6[O:36][C@H:35]([CH2:37][OH:38])[CH2:34][C@H:32](O)[C@H:23]6[O:24][CH2:25]C6C=CC=CC=6)[C:21]=4[C:9]=3[NH:8][C:6]=2[CH:7]=1)=[CH:18][C:17]([F:39])=[C:16]([F:40])[CH:15]=5.[C:60]1(P([C:60]2[CH:65]=[CH:64][CH:63]=[CH:62][CH:61]=2)[C:60]2[CH:65]=[CH:64][CH:63]=[CH:62][CH:61]=2)[CH:65]=[CH:64][CH:63]=[CH:62][CH:61]=1.N(C(OC(C)C)=O)=NC(OC(C)C)=O. (4) Given the product [S:2]1[C:6]([CH2:7][O:8][CH:9]2[CH2:10][N:11]([C:61](=[O:62])/[CH:60]=[CH:59]/[C:54]3[CH:53]=[C:52]4[C:57](=[N:56][CH:55]=3)[NH:58][C:49](=[O:48])[CH2:50][CH2:51]4)[CH2:12]2)=[CH:5][C:4]2[CH:13]=[CH:14][CH:15]=[CH:16][C:3]1=2, predict the reactants needed to synthesize it. The reactants are: Cl.[S:2]1[C:6]([CH2:7][O:8][CH:9]2[CH2:12][NH:11][CH2:10]2)=[CH:5][C:4]2[CH:13]=[CH:14][CH:15]=[CH:16][C:3]1=2.CCN=C=NCCCN(C)C.C1C=CC2N(O)N=NC=2C=1.C(N(C(C)C)CC)(C)C.Cl.[O:48]=[C:49]1[NH:58][C:57]2[N:56]=[CH:55][C:54](/[CH:59]=[CH:60]/[C:61](O)=[O:62])=[CH:53][C:52]=2[CH2:51][CH2:50]1. (5) Given the product [CH2:15]([O:17][C:18]([C@@H:20]1[CH2:25][CH2:24][C:23]([O:26][Si:2]([CH3:4])([CH3:3])[CH3:1])=[CH:22][CH2:21]1)=[O:19])[CH3:16], predict the reactants needed to synthesize it. The reactants are: [CH3:1][Si:2](Cl)([CH3:4])[CH3:3].CC1N(C(N(C)C)=O)C1.[CH2:15]([O:17][C:18]([CH:20]1[CH2:25][CH2:24][C:23](=[O:26])[CH2:22][CH2:21]1)=[O:19])[CH3:16].C(=O)([O-])O.[Na+].